Regression. Given two drug SMILES strings and cell line genomic features, predict the synergy score measuring deviation from expected non-interaction effect. From a dataset of NCI-60 drug combinations with 297,098 pairs across 59 cell lines. (1) Drug 1: COC1=C2C(=CC3=C1OC=C3)C=CC(=O)O2. Drug 2: C1CNP(=O)(OC1)N(CCCl)CCCl. Cell line: NCI/ADR-RES. Synergy scores: CSS=-3.12, Synergy_ZIP=1.09, Synergy_Bliss=0.509, Synergy_Loewe=-2.28, Synergy_HSA=-2.42. (2) Drug 1: C1=NC2=C(N=C(N=C2N1C3C(C(C(O3)CO)O)F)Cl)N. Drug 2: C1C(C(OC1N2C=NC3=C2NC=NCC3O)CO)O. Cell line: U251. Synergy scores: CSS=6.39, Synergy_ZIP=-3.97, Synergy_Bliss=-5.85, Synergy_Loewe=-14.9, Synergy_HSA=-7.70. (3) Drug 1: C1CC(=O)NC(=O)C1N2CC3=C(C2=O)C=CC=C3N. Drug 2: CC1C(C(CC(O1)OC2CC(OC(C2O)C)OC3=CC4=CC5=C(C(=O)C(C(C5)C(C(=O)C(C(C)O)O)OC)OC6CC(C(C(O6)C)O)OC7CC(C(C(O7)C)O)OC8CC(C(C(O8)C)O)(C)O)C(=C4C(=C3C)O)O)O)O. Cell line: SNB-75. Synergy scores: CSS=6.79, Synergy_ZIP=-2.51, Synergy_Bliss=-0.893, Synergy_Loewe=1.61, Synergy_HSA=0.205. (4) Drug 1: CC1C(C(=O)NC(C(=O)N2CCCC2C(=O)N(CC(=O)N(C(C(=O)O1)C(C)C)C)C)C(C)C)NC(=O)C3=C4C(=C(C=C3)C)OC5=C(C(=O)C(=C(C5=N4)C(=O)NC6C(OC(=O)C(N(C(=O)CN(C(=O)C7CCCN7C(=O)C(NC6=O)C(C)C)C)C)C(C)C)C)N)C. Drug 2: C1CN1P(=S)(N2CC2)N3CC3. Cell line: CAKI-1. Synergy scores: CSS=20.3, Synergy_ZIP=0.616, Synergy_Bliss=6.90, Synergy_Loewe=5.55, Synergy_HSA=5.73. (5) Drug 1: C1=CC(=CC=C1CCC2=CNC3=C2C(=O)NC(=N3)N)C(=O)NC(CCC(=O)O)C(=O)O. Drug 2: CC1C(C(CC(O1)OC2CC(CC3=C2C(=C4C(=C3O)C(=O)C5=CC=CC=C5C4=O)O)(C(=O)C)O)N)O. Cell line: DU-145. Synergy scores: CSS=33.6, Synergy_ZIP=-1.87, Synergy_Bliss=-4.99, Synergy_Loewe=-20.8, Synergy_HSA=-0.879.